This data is from Full USPTO retrosynthesis dataset with 1.9M reactions from patents (1976-2016). The task is: Predict the reactants needed to synthesize the given product. (1) Given the product [CH:1]1([CH2:7][C@H:8]([NH:26][C:27]([C:29]2[CH:30]=[C:51]([C:43]3[CH:44]=[CH:45][CH:40]=[C:41]([O:63][CH3:62])[CH:42]=3)[CH:58]=[CH:35][CH:34]=2)=[O:28])[C:9](=[O:25])[NH:10][CH2:11][CH2:12][NH:13][C:14]2[CH:19]=[CH:18][C:17]([O:20][C:21]([F:24])([F:23])[F:22])=[CH:16][CH:15]=2)[CH2:6][CH2:5][CH2:4][CH2:3][CH2:2]1, predict the reactants needed to synthesize it. The reactants are: [CH:1]1([CH2:7][C@H:8]([NH:26][C:27]([C:29]2[CH:30]=NC3N(N=C(C)C=3)[C:34]=2[CH3:35])=[O:28])[C:9](=[O:25])[NH:10][CH2:11][CH2:12][NH:13][C:14]2[CH:19]=[CH:18][C:17]([O:20][C:21]([F:24])([F:23])[F:22])=[CH:16][CH:15]=2)[CH2:6][CH2:5][CH2:4][CH2:3][CH2:2]1.[CH:40]1[CH:41]=[CH:42][C:43]2N(O)N=N[C:44]=2[CH:45]=1.C[CH:51]([CH3:58])N=C=NC(C)C.CN([CH:62]=[O:63])C. (2) Given the product [CH3:7][C@@H:8]1[CH2:13][CH:12]([NH:6][C:5]2[NH:1][N:2]=[CH:3][N:4]=2)[CH2:11][C@H:10]([CH3:15])[O:9]1, predict the reactants needed to synthesize it. The reactants are: [NH:1]1[C:5]([NH2:6])=[N:4][CH:3]=[N:2]1.[CH3:7][C@@H:8]1[CH2:13][C:12](=O)[CH2:11][C@H:10]([CH3:15])[O:9]1.C(O[BH-](OC(=O)C)OC(=O)C)(=O)C.[Na+]. (3) The reactants are: I[C:2]1[C:7]([N+:8]([O-:10])=[O:9])=[CH:6][N:5]=[C:4]2[O:11][CH2:12][CH2:13][C:3]=12.[OH:14][C@:15]1([CH3:30])[C@@H:20]([CH3:21])[CH2:19][NH:18][CH2:17][C@H:16]1[NH:22][C:23](=[O:29])[O:24][C:25]([CH3:28])([CH3:27])[CH3:26].CCN(C(C)C)C(C)C. Given the product [OH:14][C@:15]1([CH3:30])[C@@H:20]([CH3:21])[CH2:19][N:18]([C:2]2[C:7]([N+:8]([O-:10])=[O:9])=[CH:6][N:5]=[C:4]3[O:11][CH2:12][CH2:13][C:3]=23)[CH2:17][C@H:16]1[NH:22][C:23](=[O:29])[O:24][C:25]([CH3:28])([CH3:27])[CH3:26], predict the reactants needed to synthesize it. (4) The reactants are: [C:1]([C:3]1[CH:8]=[CH:7][C:6]([CH:9]2[CH2:15][CH2:14][CH2:13][N:12](C(OC(C)(C)C)=O)[CH2:11][CH2:10]2)=[CH:5][CH:4]=1)#[N:2].C(Cl)Cl.FC(F)(F)C(O)=O. Given the product [NH:12]1[CH2:13][CH2:14][CH2:15][CH:9]([C:6]2[CH:5]=[CH:4][C:3]([C:1]#[N:2])=[CH:8][CH:7]=2)[CH2:10][CH2:11]1, predict the reactants needed to synthesize it. (5) The reactants are: [Si]([O:8][CH2:9][C:10](=[CH:20][F:21])[CH2:11][NH:12][C:13](=[O:19])[O:14][C:15]([CH3:18])([CH3:17])[CH3:16])(C(C)(C)C)(C)C.CCCC[N+](CCCC)(CCCC)CCCC.[F-]. Given the product [F:21]/[CH:20]=[C:10](\[CH2:9][OH:8])/[CH2:11][NH:12][C:13](=[O:19])[O:14][C:15]([CH3:16])([CH3:17])[CH3:18].[F:21]/[CH:20]=[C:10](/[CH2:9][OH:8])\[CH2:11][NH:12][C:13](=[O:19])[O:14][C:15]([CH3:16])([CH3:17])[CH3:18], predict the reactants needed to synthesize it. (6) The reactants are: [Cl:1][C:2]1[CH:3]=[C:4]([NH:20][S:21]([C:24]2[CH:29]=[CH:28][C:27]([CH3:30])=[C:26]([C:31]([F:34])([F:33])[F:32])[CH:25]=2)(=[O:23])=[O:22])[C:5]([C:8]([C:10]2[C:18]3[O:17][C:16](=[O:19])[NH:15][C:14]=3[CH:13]=[CH:12][CH:11]=2)=[O:9])=[N:6][CH:7]=1.[BH4-].[Na+].CCOC(C)=O. Given the product [Cl:1][C:2]1[CH:3]=[C:4]([NH:20][S:21]([C:24]2[CH:29]=[CH:28][C:27]([CH3:30])=[C:26]([C:31]([F:34])([F:32])[F:33])[CH:25]=2)(=[O:23])=[O:22])[C:5]([CH:8]([OH:9])[C:10]2[C:18]3[O:17][C:16](=[O:19])[NH:15][C:14]=3[CH:13]=[CH:12][CH:11]=2)=[N:6][CH:7]=1, predict the reactants needed to synthesize it.